Dataset: Reaction yield outcomes from USPTO patents with 853,638 reactions. Task: Predict the reaction yield, written as a fraction of the theoretical maximum amount of product (1.0 means a 100% yield; for example, 0.34 means a 34% yield). The reactants are [NH:1]1[CH:5]=[N:4][N:3]=[N:2]1.[H-].[Na+].[CH2:8]([NH:20][C:21](=[O:41])[C:22]1[CH:27]=[C:26]([C:28]2[CH:33]=[CH:32][CH:31]=[C:30]([O:34][CH3:35])[CH:29]=2)[C:25]([O:36][CH2:37][CH2:38]Br)=[C:24]([Br:40])[CH:23]=1)[CH2:9][CH2:10][CH2:11][CH2:12][CH2:13][CH2:14][CH2:15][CH2:16][CH2:17][CH2:18][CH3:19].N[C@H](C(O)=O)[C@@H](C)O. The catalyst is C1COCC1.CCOC(C)=O.CS(C)=O. The product is [CH2:8]([NH:20][C:21]([C:22]1[CH:27]=[C:26]([C:28]2[CH:33]=[CH:32][CH:31]=[C:30]([O:34][CH3:35])[CH:29]=2)[C:25]([O:36][CH2:37][CH2:38][N:1]2[CH:5]=[N:4][N:3]=[N:2]2)=[C:24]([Br:40])[CH:23]=1)=[O:41])[CH2:9][CH2:10][CH2:11][CH2:12][CH2:13][CH2:14][CH2:15][CH2:16][CH2:17][CH2:18][CH3:19]. The yield is 0.250.